From a dataset of Catalyst prediction with 721,799 reactions and 888 catalyst types from USPTO. Predict which catalyst facilitates the given reaction. (1) The catalyst class is: 26. Product: [C:15]([O:46][C:47](=[O:48])[CH2:49][N:7]([CH2:29][C:28](=[O:31])[O:32][C:33]([CH3:34])([CH3:35])[CH3:36])[CH2:6][CH2:5][CH2:4][CH2:3][C@@H:2]([C:8]([OH:10])=[O:9])[NH:1][C:11](=[O:12])[O:13][CH2:14][CH:15]1[C:16]2[CH:17]=[CH:18][CH:19]=[CH:20][C:21]=2[C:22]2[C:27]1=[CH:26][CH:25]=[CH:24][CH:23]=2)([CH3:27])([CH3:16])[CH3:14]. Reactant: [NH:1]([C:11]([O:13][CH2:14][CH:15]1[C:27]2[C:22](=[CH:23][CH:24]=[CH:25][CH:26]=2)[C:21]2[C:16]1=[CH:17][CH:18]=[CH:19][CH:20]=2)=[O:12])[C@H:2]([C:8]([OH:10])=[O:9])[CH2:3][CH2:4][CH2:5][CH2:6][NH2:7].[C:28]([O:32][C:33]([CH3:36])([CH3:35])[CH3:34])(=[O:31])[CH:29]=O.[BH-]([O:46][C:47]([CH3:49])=[O:48])([O:46][C:47]([CH3:49])=[O:48])[O:46][C:47]([CH3:49])=[O:48].[Na+].O. (2) Reactant: [Cr](Cl)([O-])(=O)=O.[NH+]1C=CC=CC=1.[CH3:12][O:13][C:14](=[O:31])[CH2:15][CH:16]([OH:30])[CH2:17][CH2:18][CH2:19][CH2:20][CH2:21][O:22][CH2:23][C:24]1[CH:29]=[CH:28][CH:27]=[CH:26][CH:25]=1.C(OCC)C. Product: [CH3:12][O:13][C:14](=[O:31])[CH2:15][C:16](=[O:30])[CH2:17][CH2:18][CH2:19][CH2:20][CH2:21][O:22][CH2:23][C:24]1[CH:25]=[CH:26][CH:27]=[CH:28][CH:29]=1. The catalyst class is: 4. (3) Product: [Cl:1][C:2]1[CH:3]=[C:4]([N:8]2[N:9]=[N:10][C:11]([C:13](=[O:23])[CH3:14])=[N:12]2)[CH:5]=[CH:6][CH:7]=1. The catalyst class is: 4. Reactant: [Cl:1][C:2]1[CH:3]=[C:4]([N:8]2[N:12]=[C:11]([CH:13]=[CH:14]C3C=CC=CC=3)[NH:10][NH:9]2)[CH:5]=[CH:6][CH:7]=1.CC[O:23]C(C)=O. (4) Reactant: [F:1][C:2]1[CH:7]=[C:6]([F:8])[CH:5]=[CH:4][C:3]=1[C:9]1[N:10]([S:19]([C:22]2[CH:27]=[CH:26][CH:25]=[C:24]([F:28])[CH:23]=2)(=[O:21])=[O:20])[CH:11]=[C:12]2[CH:16]([NH:17][CH3:18])[CH2:15][CH2:14][C:13]=12.[C:29](=[O:49])(OC1C=CC([N+]([O-])=O)=CC=1)[O:30][CH2:31][C:32]1[O:33][C:34](=[O:38])[O:35][C:36]=1[CH3:37].O. Product: [F:1][C:2]1[CH:7]=[C:6]([F:8])[CH:5]=[CH:4][C:3]=1[C:9]1[N:10]([S:19]([C:22]2[CH:27]=[CH:26][CH:25]=[C:24]([F:28])[CH:23]=2)(=[O:21])=[O:20])[CH:11]=[C:12]2[CH:16]([N:17]([CH3:18])[C:29](=[O:49])[O:30][CH2:31][C:32]3[O:33][C:34](=[O:38])[O:35][C:36]=3[CH3:37])[CH2:15][CH2:14][C:13]=12. The catalyst class is: 9. (5) Reactant: [NH2:1][C:2]1[S:3][C:4](Br)=[CH:5][N:6]=1.[NH:8]1[CH:12]=[CH:11][CH:10]=[N:9]1.C(=O)([O-])[O-].[Cs+].[Cs+]. Product: [N:8]1([CH:4]2[S:3][CH:2]([NH2:1])[N:6]=[CH:5]2)[CH:12]=[CH:11][CH:10]=[N:9]1. The catalyst class is: 3. (6) Reactant: Cl.[F:2][C:3]1[CH:8]=[CH:7][C:6]([NH:9][NH2:10])=[C:5]([CH3:11])[CH:4]=1.C(N(CC)CC)C.FC(F)(F)C(O)=O.[F:26][C:27]([F:45])([F:44])[C:28](=O)[CH2:29][C:30]([C:32]1[CH:42]=[CH:41][C:35]2[O:36][CH2:37][C:38](=[O:40])[NH:39][C:34]=2[CH:33]=1)=O. Product: [F:2][C:3]1[CH:8]=[CH:7][C:6]([N:9]2[C:30]([C:32]3[CH:42]=[CH:41][C:35]4[O:36][CH2:37][C:38](=[O:40])[NH:39][C:34]=4[CH:33]=3)=[CH:29][C:28]([C:27]([F:45])([F:44])[F:26])=[N:10]2)=[C:5]([CH3:11])[CH:4]=1. The catalyst class is: 252. (7) Reactant: [CH3:1][N:2]([CH3:18])[C:3]1([CH2:10][C:11]2[CH:16]=[CH:15][CH:14]=[C:13]([F:17])[CH:12]=2)[CH2:8][CH2:7][C:6](=[O:9])[CH2:5][CH2:4]1.[CH2:19]([Mg]Cl)[C:20]1[CH:25]=[CH:24][CH:23]=[CH:22][CH:21]=1. Product: [CH2:19]([C:6]1([OH:9])[CH2:7][CH2:8][C:3]([N:2]([CH3:1])[CH3:18])([CH2:10][C:11]2[CH:16]=[CH:15][CH:14]=[C:13]([F:17])[CH:12]=2)[CH2:4][CH2:5]1)[C:20]1[CH:25]=[CH:24][CH:23]=[CH:22][CH:21]=1. The catalyst class is: 1.